This data is from Reaction yield outcomes from USPTO patents with 853,638 reactions. The task is: Predict the reaction yield, written as a fraction of the theoretical maximum amount of product (1.0 means a 100% yield; for example, 0.34 means a 34% yield). (1) The reactants are [NH2:1][C:2]1[CH:3]=[C:4]([CH:21]=[CH:22][CH:23]=1)[O:5][C:6]1[CH:18]=[CH:17][C:9]2[N:10]=[C:11]([NH:13][C:14](=[O:16])[CH3:15])[S:12][C:8]=2[C:7]=1[C:19]#[N:20].[N:24]([C:27]1[CH:32]=[CH:31][CH:30]=[C:29]([C:33]([F:36])([F:35])[F:34])[CH:28]=1)=[C:25]=[O:26]. The catalyst is CN(C)C=O.C(OCC)(=O)C. The product is [C:19]([C:7]1[C:8]2[S:12][C:11]([NH:13][C:14](=[O:16])[CH3:15])=[N:10][C:9]=2[CH:17]=[CH:18][C:6]=1[O:5][C:4]1[CH:21]=[CH:22][CH:23]=[C:2]([NH:1][C:25](=[O:26])[NH:24][C:27]2[CH:32]=[CH:31][CH:30]=[C:29]([C:33]([F:34])([F:36])[F:35])[CH:28]=2)[CH:3]=1)#[N:20]. The yield is 0.560. (2) The reactants are Br[C:2]1[CH:7]=[CH:6][C:5]([C:8]2[CH:17]=[C:16]3[C:11]([C:12]([NH:21][C@@H:22]([CH:24]4[CH2:26][CH2:25]4)[CH3:23])=[C:13]([C:18]([NH2:20])=[O:19])[N:14]=[N:15]3)=[CH:10][CH:9]=2)=[C:4]([O:27][CH3:28])[CH:3]=1.[F:29][C:30]1[C:31]([Sn](CCCC)(CCCC)CCCC)=[N:32][CH:33]=[CH:34][CH:35]=1. The catalyst is CN(C=O)C.C1C=CC([P]([Pd]([P](C2C=CC=CC=2)(C2C=CC=CC=2)C2C=CC=CC=2)([P](C2C=CC=CC=2)(C2C=CC=CC=2)C2C=CC=CC=2)[P](C2C=CC=CC=2)(C2C=CC=CC=2)C2C=CC=CC=2)(C2C=CC=CC=2)C2C=CC=CC=2)=CC=1.[Cu]I. The product is [CH:24]1([C@H:22]([NH:21][C:12]2[C:11]3[C:16](=[CH:17][C:8]([C:5]4[CH:6]=[CH:7][C:2]([C:31]5[C:30]([F:29])=[CH:35][CH:34]=[CH:33][N:32]=5)=[CH:3][C:4]=4[O:27][CH3:28])=[CH:9][CH:10]=3)[N:15]=[N:14][C:13]=2[C:18]([NH2:20])=[O:19])[CH3:23])[CH2:26][CH2:25]1. The yield is 0.0550. (3) The reactants are [CH3:1][O:2][C:3]1[CH:8]=[CH:7][C:6]([O:9][C:10](=[O:12])[CH3:11])=[CH:5][CH:4]=1.C([O-])(=O)C.[Na+].[Br:18]Br. The catalyst is C(O)(=O)C. The product is [Br:18][C:4]1[CH:5]=[C:6]([O:9][C:10](=[O:12])[CH3:11])[CH:7]=[CH:8][C:3]=1[O:2][CH3:1]. The yield is 0.810. (4) The reactants are [CH3:1][C:2]1([N:8]2[CH2:13][CH2:12][CH:11]([N:14]3[C@@H:22]4[C@H:17]([CH2:18][CH2:19][CH2:20][CH2:21]4)[CH2:16][C:15]3=[O:23])[CH2:10][CH2:9]2)[CH2:7][CH2:6][NH:5][CH2:4][CH2:3]1.[CH:24]1([C:27](O)=[O:28])[CH2:26][CH2:25]1.C(N(C(C)C)CC)(C)C.CN(C(ON1N=NC2C=CC=NC1=2)=[N+](C)C)C.F[P-](F)(F)(F)(F)F. The catalyst is CN(C=O)C. The product is [CH:24]1([C:27]([N:5]2[CH2:4][CH2:3][C:2]([N:8]3[CH2:13][CH2:12][CH:11]([N:14]4[C@@H:22]5[C@H:17]([CH2:18][CH2:19][CH2:20][CH2:21]5)[CH2:16][C:15]4=[O:23])[CH2:10][CH2:9]3)([CH3:1])[CH2:7][CH2:6]2)=[O:28])[CH2:26][CH2:25]1. The yield is 0.690.